This data is from Full USPTO retrosynthesis dataset with 1.9M reactions from patents (1976-2016). The task is: Predict the reactants needed to synthesize the given product. (1) Given the product [CH2:1]([CH:3]([O:6][C:7]1[CH:12]=[C:11]([CH3:13])[N:10]=[C:9]2[N:14]([C:15]3[C:20]([CH3:21])=[CH:19][C:18]([CH3:22])=[CH:17][C:16]=3[CH3:23])[C:26]([NH2:27])=[N:24][C:8]=12)[CH2:4][CH3:5])[CH3:2], predict the reactants needed to synthesize it. The reactants are: [CH2:1]([CH:3]([O:6][C:7]1[CH:12]=[C:11]([CH3:13])[N:10]=[C:9]([NH:14][C:15]2[C:20]([CH3:21])=[CH:19][C:18]([CH3:22])=[CH:17][C:16]=2[CH3:23])[C:8]=1[NH2:24])[CH2:4][CH3:5])[CH3:2].Br[C:26]#[N:27]. (2) Given the product [CH3:16][O:15][C:9]1[CH:8]=[C:7]([S:4]([N:3]2[CH2:34][C:33](=[O:32])[CH2:38][N:17]([S:18]([C:21]3[CH:26]=[CH:25][C:24]([O:27][CH3:28])=[C:23]([O:29][CH3:30])[CH:22]=3)(=[O:20])=[O:19])[CH2:1][CH2:2]2)(=[O:6])=[O:5])[CH:12]=[CH:11][C:10]=1[O:13][CH3:14], predict the reactants needed to synthesize it. The reactants are: [CH2:1]([NH:17][S:18]([C:21]1[CH:26]=[CH:25][C:24]([O:27][CH3:28])=[C:23]([O:29][CH3:30])[CH:22]=1)(=[O:20])=[O:19])[CH2:2][NH:3][S:4]([C:7]1[CH:12]=[CH:11][C:10]([O:13][CH3:14])=[C:9]([O:15][CH3:16])[CH:8]=1)(=[O:6])=[O:5].C[O:32][C:33]1[CH:34]=C(S(Cl)(=O)=O)C=C[C:38]=1OC.C(NCCNC(C)C)(C)C.NCCN. (3) Given the product [O:33]=[S:28]1(=[O:34])[CH2:32][CH2:31][CH2:30][N:29]1[C:2]1[CH:7]=[CH:6][C:5]([C:8]2[C:14]3[CH:15]=[C:16]([O:21][CH3:22])[C:17]([O:19][CH3:20])=[CH:18][C:13]=3[CH2:12][CH:11]([CH3:23])[N:10]([C:24]([NH:26][CH3:27])=[O:25])[N:9]=2)=[CH:4][CH:3]=1, predict the reactants needed to synthesize it. The reactants are: Br[C:2]1[CH:7]=[CH:6][C:5]([C:8]2[C:14]3[CH:15]=[C:16]([O:21][CH3:22])[C:17]([O:19][CH3:20])=[CH:18][C:13]=3[CH2:12][CH:11]([CH3:23])[N:10]([C:24]([NH:26][CH3:27])=[O:25])[N:9]=2)=[CH:4][CH:3]=1.[S:28]1(=[O:34])(=[O:33])[CH2:32][CH2:31][CH2:30][NH:29]1.C(=O)([O-])[O-].[K+].[K+].C(P(C(C)(C)C)C1C=CC=CC=1C1C(C(C)C)=CC(C(C)C)=CC=1C(C)C)(C)(C)C. (4) Given the product [NH2:43][C:38]1[N:37]=[C:36]([C:32]2[CH:31]=[C:30]([C:28]3[CH2:27][C:26](=[O:44])[NH:19][C:9]4[CH:10]=[C:11]([C:15]([F:16])([F:17])[F:18])[C:12]([CH3:14])=[CH:13][C:8]=4[N:7]=3)[CH:35]=[CH:34][CH:33]=2)[CH:41]=[C:40]([CH3:42])[N:39]=1, predict the reactants needed to synthesize it. The reactants are: C(OC(=O)[NH:7][C:8]1[CH:13]=[C:12]([CH3:14])[C:11]([C:15]([F:18])([F:17])[F:16])=[CH:10][C:9]=1[NH2:19])(C)(C)C.C(O[C:26](=[O:44])[CH2:27][C:28]([C:30]1[CH:35]=[CH:34][CH:33]=[C:32]([C:36]2[CH:41]=[C:40]([CH3:42])[N:39]=[C:38]([NH2:43])[N:37]=2)[CH:31]=1)=O)(C)(C)C. (5) Given the product [Si:1]([O:8][CH2:9][CH2:10][N:11]1[CH:15]=[CH:14][C:13]([NH2:16])=[N:12]1)([C:4]([CH3:7])([CH3:5])[CH3:6])([CH3:3])[CH3:2], predict the reactants needed to synthesize it. The reactants are: [Si:1]([O:8][CH2:9][CH2:10][N:11]1[CH:15]=[CH:14][C:13]([N+:16]([O-])=O)=[N:12]1)([C:4]([CH3:7])([CH3:6])[CH3:5])([CH3:3])[CH3:2]. (6) Given the product [CH3:15][C:6]1[C:7]([OH:14])=[C:8]([CH2:9][CH2:10][CH:11]([CH3:12])[CH3:13])[C:2]([CH3:1])=[C:3]2[C:5]=1[CH2:17][CH2:16][C:18]1([O:22]2)[CH2:21][CH2:20][CH2:19]1, predict the reactants needed to synthesize it. The reactants are: [CH3:1][C:2]1[C:8]([CH2:9][CH2:10][CH:11]([CH3:13])[CH3:12])=[C:7]([OH:14])[C:6]([CH3:15])=[CH:5][C:3]=1O.[CH:16]([C:18]1([OH:22])[CH2:21][CH2:20][CH2:19]1)=[CH2:17]. (7) Given the product [CH:1]([S:4][C:5]1[N:6]([CH3:11])[C:7]([S:10][C:15]2[C:16]([C:21]#[N:22])=[N:17][CH:18]=[CH:19][N:20]=2)=[N:8][N:9]=1)([CH3:3])[CH3:2], predict the reactants needed to synthesize it. The reactants are: [CH:1]([S:4][C:5]1[N:6]([CH3:11])[C:7]([SH:10])=[N:8][N:9]=1)([CH3:3])[CH3:2].[H-].[Na+].Cl[C:15]1[C:16]([C:21]#[N:22])=[N:17][CH:18]=[CH:19][N:20]=1. (8) Given the product [CH2:2]([C:3]1[C:13]([OH:16])=[C:26]([CH2:27][CH2:22][CH3:21])[CH:25]=[CH:24][C:23]=1[OH:19])[CH2:7][CH3:8], predict the reactants needed to synthesize it. The reactants are: Br[CH:2]([C:7]1C=CC=C[CH:8]=1)[C:3](OC)=O.[C:13]([O-:16])([O-])=O.[Cs+].[Cs+].[O:19]1[C:23]2[CH:24]=[CH:25][CH:26]=[CH:27][C:22]=2[CH:21]=N1.Cl.